Dataset: Catalyst prediction with 721,799 reactions and 888 catalyst types from USPTO. Task: Predict which catalyst facilitates the given reaction. (1) Reactant: Cl.Cl.[Br:3][C:4]1[CH:5]=[CH:6][C:7]([C:10]2([NH2:13])[CH2:12][CH2:11]2)=[N:8][CH:9]=1.C(N(CC)CC)C.[CH3:21][S:22](Cl)(=[O:24])=[O:23]. Product: [Br:3][C:4]1[CH:5]=[CH:6][C:7]([C:10]2([NH:13][S:22]([CH3:21])(=[O:24])=[O:23])[CH2:11][CH2:12]2)=[N:8][CH:9]=1. The catalyst class is: 2. (2) Reactant: [F:1][CH:2]([F:5])[CH2:3][OH:4].F[C:7]1[CH:8]=[CH:9][C:10]([N+:17]([O-:19])=[O:18])=[C:11]([CH:16]=1)[C:12]([O:14][CH3:15])=[O:13].CCN(CC)CC.C(N1CCN2CCN(CC(C)C)P1N(CC(C)C)CC2)C(C)C. Product: [F:1][CH:2]([F:5])[CH2:3][O:4][C:7]1[CH:8]=[CH:9][C:10]([N+:17]([O-:19])=[O:18])=[C:11]([CH:16]=1)[C:12]([O:14][CH3:15])=[O:13]. The catalyst class is: 1. (3) Reactant: [CH2:1]([O:8][C:9]([N:11]1[CH2:16][CH2:15][N:14]([C:17]2[CH:22]=[CH:21][C:20]([N:23]3[CH2:27][CH:26]([CH2:28][N:29]=[N+]=[N-])[O:25][C:24]3=[O:32])=[CH:19][C:18]=2[F:33])[CH2:13][CH2:12]1)=[O:10])[C:2]1[CH:7]=[CH:6][CH:5]=[CH:4][CH:3]=1.C1C=CC(P(C2C=CC=CC=2)C2C=CC=CC=2)=CC=1.O. Product: [NH2:29][CH2:28][C@@H:26]1[O:25][C:24](=[O:32])[N:23]([C:20]2[CH:21]=[CH:22][C:17]([N:14]3[CH2:15][CH2:16][N:11]([C:9]([O:8][CH2:1][C:2]4[CH:3]=[CH:4][CH:5]=[CH:6][CH:7]=4)=[O:10])[CH2:12][CH2:13]3)=[C:18]([F:33])[CH:19]=2)[CH2:27]1. The catalyst class is: 1. (4) Reactant: [F:1][CH:2]([F:38])[O:3][C:4]1[CH:9]=[CH:8][CH:7]=[CH:6][C:5]=1[CH:10]([C:12]1[N:16]2[CH:17]=[C:18]([C:21]3[CH:22]=[N:23][C:24]([N:27]4[CH2:32][CH2:31][CH:30]([C:33]([O:35]C)=[O:34])[CH2:29][CH2:28]4)=[N:25][CH:26]=3)[CH:19]=[CH:20][C:15]2=[N:14][C:13]=1[CH3:37])[CH3:11].O.[OH-].[Li+].C(O)(=O)C. Product: [F:38][CH:2]([F:1])[O:3][C:4]1[CH:9]=[CH:8][CH:7]=[CH:6][C:5]=1[CH:10]([C:12]1[N:16]2[CH:17]=[C:18]([C:21]3[CH:26]=[N:25][C:24]([N:27]4[CH2:32][CH2:31][CH:30]([C:33]([OH:35])=[O:34])[CH2:29][CH2:28]4)=[N:23][CH:22]=3)[CH:19]=[CH:20][C:15]2=[N:14][C:13]=1[CH3:37])[CH3:11]. The catalyst class is: 20. (5) Reactant: [NH2:1][C:2]1[CH:3]=[N:4][CH:5]=[C:6]([F:24])[C:7]=1[CH2:8][CH2:9][C@H:10]1[CH2:14][O:13][C:12]([CH3:16])([CH3:15])[N:11]1[C:17]([O:19][C:20]([CH3:23])([CH3:22])[CH3:21])=[O:18].[N:25]([C@@H:28]([C@@H:32]([C:39]1[CH:44]=[CH:43][C:42]([Cl:45])=[CH:41][CH:40]=1)[CH:33]1[CH2:38][CH2:37][O:36][CH2:35][CH2:34]1)[C:29](O)=[O:30])=[N+:26]=[N-:27].O=P(Cl)(Cl)Cl. Product: [N:25]([C@@H:28]([C@@H:32]([C:39]1[CH:40]=[CH:41][C:42]([Cl:45])=[CH:43][CH:44]=1)[CH:33]1[CH2:34][CH2:35][O:36][CH2:37][CH2:38]1)[C:29]([NH:1][C:2]1[CH:3]=[N:4][CH:5]=[C:6]([F:24])[C:7]=1[CH2:8][CH2:9][C@H:10]1[CH2:14][O:13][C:12]([CH3:16])([CH3:15])[N:11]1[C:17]([O:19][C:20]([CH3:23])([CH3:22])[CH3:21])=[O:18])=[O:30])=[N+:26]=[N-:27]. The catalyst class is: 17.